This data is from Full USPTO retrosynthesis dataset with 1.9M reactions from patents (1976-2016). The task is: Predict the reactants needed to synthesize the given product. (1) Given the product [F:1][C:2]1[C:10]([F:11])=[CH:9][CH:8]=[CH:7][C:3]=1[C:4]([NH:17][CH2:16][C:15]([O:14][CH3:13])=[O:18])=[O:6], predict the reactants needed to synthesize it. The reactants are: [F:1][C:2]1[C:10]([F:11])=[CH:9][CH:8]=[CH:7][C:3]=1[C:4]([OH:6])=O.Cl.[CH3:13][O:14][C:15](=[O:18])[CH2:16][NH2:17].C1C=CC2N(O)N=NC=2C=1.CCN(C(C)C)C(C)C.CCN=C=NCCCN(C)C. (2) Given the product [ClH:30].[ClH:30].[NH2:8][CH2:9][CH2:10][O:11][C:12]1[C:17]([CH2:18][O:19][C:20]2[CH:21]=[CH:22][C:23]([F:27])=[C:24]([CH:26]=2)[NH2:25])=[C:16]([F:28])[C:15]([F:29])=[CH:14][CH:13]=1, predict the reactants needed to synthesize it. The reactants are: C(OC([NH:8][CH2:9][CH2:10][O:11][C:12]1[C:17]([CH2:18][O:19][C:20]2[CH:21]=[CH:22][C:23]([F:27])=[C:24]([CH:26]=2)[NH2:25])=[C:16]([F:28])[C:15]([F:29])=[CH:14][CH:13]=1)=O)(C)(C)C.[ClH:30]. (3) Given the product [CH2:31]([O:33][C:34]1[CH:35]=[CH:36][C:37]([CH2:40][C:41]2[N:5]([CH2:6][C:21]3[CH:22]=[CH:23][N:24]=[CH:25][CH:26]=3)[C:9]3[CH:10]=[CH:11][C:12]([C:14]([N:16]([CH2:17][CH3:18])[CH2:19][CH3:20])=[O:15])=[CH:13][C:8]=3[N:7]=2)=[CH:38][CH:39]=1)[CH3:32], predict the reactants needed to synthesize it. The reactants are: C1(C[N:5]2[C:9]3[CH:10]=[CH:11][C:12]([C:14]([N:16]([CH2:19][CH3:20])[CH2:17][CH3:18])=[O:15])=[CH:13][C:8]=3[N:7]=[C:6]2[CH2:21][C:22]2[CH:23]=[N:24][C:25](OCC)=[CH:26]C=2)CC1.[CH2:31]([O:33][C:34]1[CH:39]=[CH:38][C:37]([CH2:40][C:41](O)=O)=[CH:36][CH:35]=1)[CH3:32].CN(C(ON1N=NC2C=CC=NC1=2)=[N+](C)C)C.F[P-](F)(F)(F)(F)F.CCN(C(C)C)C(C)C.NC1C=C(C=CC=1NCC1C=CN=CC=1)C(N(CC)CC)=O. (4) Given the product [CH2:45]([N:42]1[CH2:41][CH2:40][N:39]([C:35]2[CH:34]=[C:33]([NH:32][C:29]3[N:28]=[CH:27][C:26](/[CH:12]=[CH:11]/[C:9]4[CH:10]=[C:5]([CH:6]=[C:7]([O:22][CH3:23])[CH:8]=4)[C:4]([NH:3][O:2][CH3:1])=[O:24])=[CH:31][N:30]=3)[CH:38]=[CH:37][CH:36]=2)[CH2:44][CH2:43]1)[CH3:46], predict the reactants needed to synthesize it. The reactants are: [CH3:1][O:2][NH:3][C:4](=[O:24])[C:5]1[CH:10]=[C:9](/[CH:11]=[CH:12]/B2OC(C)(C)C(C)(C)O2)[CH:8]=[C:7]([O:22][CH3:23])[CH:6]=1.Br[C:26]1[CH:27]=[N:28][C:29]([NH:32][C:33]2[CH:38]=[CH:37][CH:36]=[C:35]([N:39]3[CH2:44][CH2:43][N:42]([CH2:45][CH3:46])[CH2:41][CH2:40]3)[CH:34]=2)=[N:30][CH:31]=1.C([O-])([O-])=O.[Na+].[Na+]. (5) Given the product [NH2:20][CH2:19][C:9]1[C:10]([CH2:15][CH:16]([CH3:18])[CH3:17])=[N:11][C:12]2[C:7]([C:8]=1[C:28]1[CH:33]=[CH:32][CH:31]=[CH:30][C:29]=1[F:34])=[CH:6][C:5]([O:4][CH:3]([CH3:35])[C:2]([NH2:1])=[O:36])=[CH:14][CH:13]=2, predict the reactants needed to synthesize it. The reactants are: [NH2:1][C:2](=[O:36])[CH:3]([CH3:35])[O:4][C:5]1[CH:6]=[C:7]2[C:12](=[CH:13][CH:14]=1)[N:11]=[C:10]([CH2:15][CH:16]([CH3:18])[CH3:17])[C:9]([CH2:19][NH:20]C(=O)OC(C)(C)C)=[C:8]2[C:28]1[CH:33]=[CH:32][CH:31]=[CH:30][C:29]=1[F:34].Cl. (6) The reactants are: [CH2:1]([O:8][C:9](=[O:13])[NH:10][CH:11]=[CH2:12])[C:2]1[CH:7]=[CH:6][CH:5]=[CH:4][CH:3]=1.N1([CH:23]([NH:26][C:27]2[CH:32]=[CH:31][C:30]([C:33]([F:36])([F:35])[F:34])=[CH:29][CH:28]=2)[CH2:24][CH3:25])C2C=CC=CC=2N=N1. Given the product [CH2:1]([O:8][C:9](=[O:13])[NH:10][C@H:11]1[C:28]2[C:27](=[CH:32][CH:31]=[C:30]([C:33]([F:34])([F:35])[F:36])[CH:29]=2)[NH:26][C@@H:23]([CH2:24][CH3:25])[CH2:12]1)[C:2]1[CH:7]=[CH:6][CH:5]=[CH:4][CH:3]=1, predict the reactants needed to synthesize it.